From a dataset of Full USPTO retrosynthesis dataset with 1.9M reactions from patents (1976-2016). Predict the reactants needed to synthesize the given product. Given the product [NH2:8][C:4]1[N:5]=[CH:6][N:7]=[C:2]([N:27]2[CH2:28][CH2:29][CH2:30][C@H:26]2[C:17]2[N:16]([C:10]3[CH:15]=[CH:14][CH:13]=[CH:12][CH:11]=3)[C:21](=[O:22])[C:20]3=[C:23]([Cl:9])[CH:24]=[CH:25][N:19]3[N:18]=2)[N:3]=1, predict the reactants needed to synthesize it. The reactants are: Cl[C:2]1[N:7]=[CH:6][N:5]=[C:4]([NH2:8])[N:3]=1.[ClH:9].[C:10]1([N:16]2[C:21](=[O:22])[C:20]3=[CH:23][CH:24]=[CH:25][N:19]3[N:18]=[C:17]2[C@@H:26]2[CH2:30][CH2:29][CH2:28][NH:27]2)[CH:15]=[CH:14][CH:13]=[CH:12][CH:11]=1.O=C1C2=CC=CN2N=C([C@@H]2CCCN2C2C3C(C#N)=CNC=3N=CN=2)N1C1C=CC=CC=1.